Dataset: Forward reaction prediction with 1.9M reactions from USPTO patents (1976-2016). Task: Predict the product of the given reaction. (1) The product is: [N:27]1([C:2]2[N:7]=[CH:6][N:5]=[C:4]([N:8]3[CH2:13][CH2:12][CH:11]([CH:14]4[CH2:19][CH2:18][N:17]([C:20]([O:22][C:23]([CH3:26])([CH3:25])[CH3:24])=[O:21])[CH2:16][CH2:15]4)[CH2:10][CH2:9]3)[CH:3]=2)[CH:31]=[N:30][CH:29]=[N:28]1. Given the reactants Cl[C:2]1[N:7]=[CH:6][N:5]=[C:4]([N:8]2[CH2:13][CH2:12][CH:11]([CH:14]3[CH2:19][CH2:18][N:17]([C:20]([O:22][C:23]([CH3:26])([CH3:25])[CH3:24])=[O:21])[CH2:16][CH2:15]3)[CH2:10][CH2:9]2)[CH:3]=1.[NH:27]1[CH:31]=[N:30][CH:29]=[N:28]1.C(=O)([O-])[O-].[Cs+].[Cs+], predict the reaction product. (2) Given the reactants [CH3:1][O:2][C:3](=[O:52])[C@@H:4]([NH:27][C:28](=[O:51])[CH:29]([NH:32][C:33]([C:35]1[C:36]2[CH:43]=[N:42][N:41]([C:44]3[CH:49]=[CH:48][C:47]([F:50])=[CH:46][CH:45]=3)[C:37]=2[CH:38]=[N:39][CH:40]=1)=[O:34])[CH2:30][CH3:31])[C@H:5]([O:7]C(C1C=CC=CC=1)(C1C=CC=CC=1)C1C=CC=CC=1)[CH3:6].Cl, predict the reaction product. The product is: [CH3:1][O:2][C:3](=[O:52])[C@@H:4]([NH:27][C:28](=[O:51])[CH:29]([NH:32][C:33]([C:35]1[C:36]2[CH:43]=[N:42][N:41]([C:44]3[CH:49]=[CH:48][C:47]([F:50])=[CH:46][CH:45]=3)[C:37]=2[CH:38]=[N:39][CH:40]=1)=[O:34])[CH2:30][CH3:31])[C@H:5]([OH:7])[CH3:6]. (3) Given the reactants [C:1]([O:5][CH2:6][CH3:7])(=[O:4])[CH2:2][OH:3].[H-].[Na+].Cl[C:11]1[N:16]=[CH:15][CH:14]=[CH:13][N:12]=1.[Cl-].[NH4+], predict the reaction product. The product is: [N:12]1[CH:13]=[CH:14][CH:15]=[N:16][C:11]=1[O:3][CH2:2][C:1]([O:5][CH2:6][CH3:7])=[O:4]. (4) Given the reactants [OH:1][C@@H:2]1[CH2:7][CH2:6][C:5](=[O:8])[N:4]([CH2:9][C:10]2[CH:15]=[CH:14][C:13]([O:16][CH3:17])=[CH:12][CH:11]=2)[C:3]1=[O:18].[C:19]([Si:23](Cl)([CH3:25])[CH3:24])([CH3:22])([CH3:21])[CH3:20].N1C=CN=C1, predict the reaction product. The product is: [Si:23]([O:1][C@@H:2]1[CH2:7][CH2:6][C:5](=[O:8])[N:4]([CH2:9][C:10]2[CH:15]=[CH:14][C:13]([O:16][CH3:17])=[CH:12][CH:11]=2)[C:3]1=[O:18])([C:19]([CH3:22])([CH3:21])[CH3:20])([CH3:25])[CH3:24]. (5) Given the reactants [CH3:1][O:2][C:3](=[O:21])[C:4]1[CH:9]=[C:8]([OH:10])[C:7]([CH2:11]/[CH:12]=[CH:13]/[C:14]2[CH:19]=[CH:18][CH:17]=[CH:16][CH:15]=2)=[C:6]([OH:20])[CH:5]=1.CO, predict the reaction product. The product is: [CH3:1][O:2][C:3]([C:4]1[CH:9]=[C:8]([OH:10])[C:7]2[CH2:11][CH:12]([CH2:13][C:14]3[CH:15]=[CH:16][CH:17]=[CH:18][CH:19]=3)[O:20][C:6]=2[CH:5]=1)=[O:21]. (6) Given the reactants [NH2:1][C:2]1[C:3]([Br:22])=[CH:4][C:5]2[C:9]([CH:10]=1)=[N:8][N:7]([C:11]1[CH:16]=[CH:15][C:14]([F:17])=[CH:13][CH:12]=1)[C:6]=2[C:18]([NH:20][CH3:21])=[O:19].[CH3:23][S:24](Cl)(=[O:26])=[O:25], predict the reaction product. The product is: [Br:22][C:3]1[C:2]([NH:1][S:24]([CH3:23])(=[O:26])=[O:25])=[CH:10][C:9]2[C:5](=[C:6]([C:18]([NH:20][CH3:21])=[O:19])[N:7]([C:11]3[CH:12]=[CH:13][C:14]([F:17])=[CH:15][CH:16]=3)[N:8]=2)[CH:4]=1.